Dataset: Blood-brain barrier permeability classification from the B3DB database. Task: Regression/Classification. Given a drug SMILES string, predict its absorption, distribution, metabolism, or excretion properties. Task type varies by dataset: regression for continuous measurements (e.g., permeability, clearance, half-life) or binary classification for categorical outcomes (e.g., BBB penetration, CYP inhibition). Dataset: b3db_classification. (1) The molecule is COc1cc(C2c3cc4c(cc3C(OC3OC5COC(C)OC5C(O)C3O)C3COC(=O)C23)OCO4)cc(OC)c1O. The result is 0 (does not penetrate BBB). (2) The compound is OCCC1CCN(CC/C=C2/c3ccc(F)cc3Sc3ccc(C(F)(F)F)cc32)CC1. The result is 1 (penetrates BBB).